Dataset: Forward reaction prediction with 1.9M reactions from USPTO patents (1976-2016). Task: Predict the product of the given reaction. Given the reactants [F:1][CH:2]([F:24])[O:3][C:4]1[C:5]([CH3:23])=[C:6]([C:14]([C:16]2[CH:17]=[N:18][N:19]([CH3:22])[C:20]=2[OH:21])=[O:15])[CH:7]=[CH:8][C:9]=1[S:10]([CH3:13])(=[O:12])=[O:11].C(N(CC)CC)C.[CH3:32][CH2:33][S:34][C:35](Cl)=[O:36].C(OCC)(=O)C, predict the reaction product. The product is: [F:24][CH:2]([F:1])[O:3][C:4]1[C:5]([CH3:23])=[C:6]([C:14]([C:16]2[CH:17]=[N:18][N:19]([CH3:22])[C:20]=2[O:21][C:35]([S:34][CH2:33][CH3:32])=[O:36])=[O:15])[CH:7]=[CH:8][C:9]=1[S:10]([CH3:13])(=[O:12])=[O:11].